From a dataset of Reaction yield outcomes from USPTO patents with 853,638 reactions. Predict the reaction yield, written as a fraction of the theoretical maximum amount of product (1.0 means a 100% yield; for example, 0.34 means a 34% yield). (1) The reactants are [NH:1]([C:3](=[O:15])[CH2:4][CH2:5][N:6]([CH3:14])[C:7](=[O:13])[O:8][C:9]([CH3:12])([CH3:11])[CH3:10])[NH2:2].[CH2:16]([O:23][N:24]1[C:30](=[O:31])[N:29]2[CH2:32][C@H:25]1[CH2:26][CH2:27][C@H:28]2[C:33](O)=[O:34])[C:17]1[CH:22]=[CH:21][CH:20]=[CH:19][CH:18]=1.CN(C(ON1N=NC2C=CC=NC1=2)=[N+](C)C)C.F[P-](F)(F)(F)(F)F.CCN(C(C)C)C(C)C. The catalyst is CN(C=O)C. The product is [CH2:16]([O:23][N:24]1[C:30](=[O:31])[N:29]2[CH2:32][C@H:25]1[CH2:26][CH2:27][C@H:28]2[C:33]([NH:2][NH:1][C:3](=[O:15])[CH2:4][CH2:5][N:6]([CH3:14])[C:7](=[O:13])[O:8][C:9]([CH3:10])([CH3:11])[CH3:12])=[O:34])[C:17]1[CH:18]=[CH:19][CH:20]=[CH:21][CH:22]=1. The yield is 0.780. (2) The reactants are [NH:1]1[C:9]2[CH:8]=[CH:7][CH:6]=[C:5]([C:10]#[N:11])[C:4]=2[CH:3]=[N:2]1.[H-].[Na+].Br[CH2:15][C:16]([CH3:23])([CH3:22])[C:17]([O:19][CH2:20][CH3:21])=[O:18]. The catalyst is CN(C)C=O. The product is [C:10]([C:5]1[CH:6]=[CH:7][CH:8]=[C:9]2[C:4]=1[CH:3]=[N:2][N:1]2[CH2:15][C:16]([CH3:23])([CH3:22])[C:17]([O:19][CH2:20][CH3:21])=[O:18])#[N:11]. The yield is 0.860.